This data is from Forward reaction prediction with 1.9M reactions from USPTO patents (1976-2016). The task is: Predict the product of the given reaction. Given the reactants [OH:1][C:2]1[C:3]([CH3:18])=[C:4]2[C:9](=[C:10]([CH3:13])[C:11]=1[CH3:12])[O:8][C:7]([CH3:17])([C:14]([OH:16])=O)[CH2:6][CH2:5]2.C1N=CN(C(N2C=NC=C2)=O)C=1.[CH2:31]([NH2:38])[C:32]1[CH:37]=[CH:36][CH:35]=[CH:34][CH:33]=1, predict the reaction product. The product is: [CH2:31]([NH:38][C:14]([C:7]1([CH3:17])[CH2:6][CH2:5][C:4]2[C:9](=[C:10]([CH3:13])[C:11]([CH3:12])=[C:2]([OH:1])[C:3]=2[CH3:18])[O:8]1)=[O:16])[C:32]1[CH:37]=[CH:36][CH:35]=[CH:34][CH:33]=1.